Dataset: Peptide-MHC class I binding affinity with 185,985 pairs from IEDB/IMGT. Task: Regression. Given a peptide amino acid sequence and an MHC pseudo amino acid sequence, predict their binding affinity value. This is MHC class I binding data. (1) The peptide sequence is EYGFTRRFKF. The MHC is HLA-A24:02 with pseudo-sequence HLA-A24:02. The binding affinity (normalized) is 0.547. (2) The peptide sequence is GLYNHNNTTY. The MHC is HLA-A31:01 with pseudo-sequence HLA-A31:01. The binding affinity (normalized) is 0.170. (3) The MHC is HLA-B15:03 with pseudo-sequence HLA-B15:03. The binding affinity (normalized) is 0.614. The peptide sequence is AINNRICVM. (4) The peptide sequence is FLMRNAIQY. The MHC is HLA-B15:17 with pseudo-sequence HLA-B15:17. The binding affinity (normalized) is 0.533. (5) The peptide sequence is FLYPSWSLY. The MHC is HLA-A69:01 with pseudo-sequence HLA-A69:01. The binding affinity (normalized) is 0.0847. (6) The peptide sequence is DVKASMLEKY. The MHC is HLA-A31:01 with pseudo-sequence HLA-A31:01. The binding affinity (normalized) is 0.0303. (7) The peptide sequence is STFWPCLLR. The MHC is HLA-A03:01 with pseudo-sequence HLA-A03:01. The binding affinity (normalized) is 0.713.